Dataset: Cav3 T-type calcium channel HTS with 100,875 compounds. Task: Binary Classification. Given a drug SMILES string, predict its activity (active/inactive) in a high-throughput screening assay against a specified biological target. (1) The drug is FC(F)(F)C1(OCCCC(/C1)=C/Cc1ccccc1)C(=O)NCc1nn(c(c1)C)C. The result is 0 (inactive). (2) The molecule is Fc1ccc(C(=O)/C=C\Nc2c(cccc2)C(=O)N)cc1. The result is 0 (inactive). (3) The compound is Clc1ccc(S(=O)(=O)NP(Oc2ccccc2)(Oc2ccccc2)=O)cc1. The result is 0 (inactive). (4) The drug is s1c(NC(=O)NC(C(F)(F)F)C(F)(F)F)ncc1. The result is 0 (inactive). (5) The molecule is S(c1n(c(=O)c2c(n1)cccc2)c1c(F)cc(F)cc1)Cc1oc(nn1)c1ccccc1. The result is 1 (active).